This data is from Forward reaction prediction with 1.9M reactions from USPTO patents (1976-2016). The task is: Predict the product of the given reaction. (1) Given the reactants C(=O)([O-])[O-].[K+].[K+].S(O)(O)(=O)=O.[CH3:12][S:13][C:14](=[NH:16])[NH2:15].[CH3:12][S:13][C:14](=[NH:16])[NH2:15].[Cl:22][C:23]1[CH:24]=[C:25]([CH:39]=[CH:40][C:41]=1[Cl:42])[O:26][CH:27]([C:33](=O)[C:34]([F:37])([F:36])[F:35])[C:28](OCC)=[O:29].Cl, predict the reaction product. The product is: [Cl:22][C:23]1[CH:24]=[C:25]([CH:39]=[CH:40][C:41]=1[Cl:42])[O:26][C:27]1[C:28](=[O:29])[NH:16][C:14]([S:13][CH3:12])=[N:15][C:33]=1[C:34]([F:36])([F:37])[F:35]. (2) The product is: [O:1]1[C:5]2[CH:6]=[CH:7][CH:8]=[CH:9][C:4]=2[N:3]=[C:2]1[NH:10][C:11]1[C:12]([Cl:23])=[N:13][C:14]([CH2:17][C:18]([OH:20])=[O:19])=[CH:15][CH:16]=1. Given the reactants [O:1]1[C:5]2[CH:6]=[CH:7][CH:8]=[CH:9][C:4]=2[N:3]=[C:2]1[NH:10][C:11]1[C:12]([Cl:23])=[N:13][C:14]([CH2:17][C:18]([O:20]CC)=[O:19])=[CH:15][CH:16]=1.[OH-].[Na+], predict the reaction product. (3) Given the reactants [N:1]1[C:9]2[C:4](=[N:5][CH:6]=[CH:7][CH:8]=2)[N:3]([CH2:10][C:11]2[CH:21]=[CH:20][C:14]3[N:15]=[C:16](SC)[O:17][C:13]=3[CH:12]=2)[CH:2]=1.[NH2:22][C@@H:23]1[CH2:28][CH2:27][CH2:26][CH2:25][C@H:24]1[OH:29].CCN(C(C)C)C(C)C, predict the reaction product. The product is: [N:1]1[C:9]2[C:4](=[N:5][CH:6]=[CH:7][CH:8]=2)[N:3]([CH2:10][C:11]2[CH:21]=[CH:20][C:14]3[N:15]=[C:16]([NH:22][C@@H:23]4[CH2:28][CH2:27][CH2:26][CH2:25][C@H:24]4[OH:29])[O:17][C:13]=3[CH:12]=2)[CH:2]=1. (4) Given the reactants [C:1]1([CH:7]([O:9][C:10]2[N:15]=[N:14][C:13]([C:16]#[C:17][C:18]3[CH:25]=[CH:24][C:21]([CH:22]=[O:23])=[CH:20][CH:19]=3)=[CH:12][CH:11]=2)[CH3:8])[CH:6]=[CH:5][CH:4]=[CH:3][CH:2]=1.[H][H], predict the reaction product. The product is: [C:1]1([CH:7]([O:9][C:10]2[N:15]=[N:14][C:13]([CH2:16][CH2:17][C:18]3[CH:25]=[CH:24][C:21]([CH2:22][OH:23])=[CH:20][CH:19]=3)=[CH:12][CH:11]=2)[CH3:8])[CH:6]=[CH:5][CH:4]=[CH:3][CH:2]=1. (5) Given the reactants C([O:5][C:6](=O)[NH:7][C:8]1[S:9][C:10]2[C:16]([C:17]3[CH:22]=[CH:21][CH:20]=[CH:19][CH:18]=3)=[CH:15][CH:14]=[C:13]([O:23][CH3:24])[C:11]=2[N:12]=1)(C)(C)C.[NH2:26][CH2:27][CH2:28][CH2:29][N:30]1[CH:34]=[CH:33][N:32]=[CH:31]1.[ClH:35].CCO, predict the reaction product. The product is: [ClH:35].[N:30]1([CH2:29][CH2:28][CH2:27][NH:26][C:6]([NH:7][C:8]2[S:9][C:10]3[C:16]([C:17]4[CH:18]=[CH:19][CH:20]=[CH:21][CH:22]=4)=[CH:15][CH:14]=[C:13]([O:23][CH3:24])[C:11]=3[N:12]=2)=[O:5])[CH:34]=[CH:33][N:32]=[CH:31]1. (6) Given the reactants [C:1]([C:3]1[C:4]([I:13])=[C:5]([C:10](O)=[O:11])[S:6][C:7]=1[S:8][CH3:9])#[N:2].Cl.C[N:16](C)CCCN=C=NCC.ON1C2C=CC=CC=2N=N1.[OH-].[NH4+], predict the reaction product. The product is: [C:1]([C:3]1[C:4]([I:13])=[C:5]([C:10]([NH2:16])=[O:11])[S:6][C:7]=1[S:8][CH3:9])#[N:2].